Dataset: Reaction yield outcomes from USPTO patents with 853,638 reactions. Task: Predict the reaction yield, written as a fraction of the theoretical maximum amount of product (1.0 means a 100% yield; for example, 0.34 means a 34% yield). (1) The yield is 0.630. No catalyst specified. The product is [OH:13][CH2:12][CH:7]1[CH2:6][C:5]2[C:9](=[CH:10][CH:11]=[C:3]([OH:2])[CH:4]=2)[CH2:8]1. The reactants are C[O:2][C:3]1[CH:4]=[C:5]2[C:9](=[CH:10][CH:11]=1)[CH2:8][CH:7]([CH2:12][OH:13])[CH2:6]2.Br. (2) The yield is 0.930. The product is [CH3:12][CH:13]1[CH:18]([S:8]([C:2]2[CH:3]=[CH:4][CH:5]=[CH:6][CH:7]=2)(=[O:10])=[O:11])[CH2:17][CH2:16][CH2:15][C:14]1=[O:19]. The catalyst is O. The reactants are [Na].[C:2]1([S:8]([OH:11])(=[O:10])=O)[CH:7]=[CH:6][CH:5]=[CH:4][CH:3]=1.[CH3:12][C:13]1[C:14](=[O:19])[CH2:15][CH2:16][CH2:17][CH:18]=1.Cl. (3) The reactants are [NH2:1][C:2]([C@@H:4]1[CH2:8][CH2:7][C@H:6]([C:9]2[CH:14]=[CH:13][C:12]([O:15]CC3C=CC=CC=3)=[CH:11][CH:10]=2)[N:5]1[C:23]([O:25][C:26]([CH3:29])([CH3:28])[CH3:27])=[O:24])=[O:3]. The catalyst is CO.[Pd]. The product is [NH2:1][C:2]([C@@H:4]1[CH2:8][CH2:7][C@H:6]([C:9]2[CH:14]=[CH:13][C:12]([OH:15])=[CH:11][CH:10]=2)[N:5]1[C:23]([O:25][C:26]([CH3:29])([CH3:28])[CH3:27])=[O:24])=[O:3]. The yield is 0.940. (4) The reactants are [Br:1][C:2]1[C:3]([CH3:10])=[C:4]([CH2:8][NH2:9])[CH:5]=[CH:6][CH:7]=1.C(=O)([O-])[O-].[Na+].[Na+].[CH3:17][C:18]([O:21][C:22](O[C:22]([O:21][C:18]([CH3:20])([CH3:19])[CH3:17])=[O:23])=[O:23])([CH3:20])[CH3:19]. The catalyst is C(Cl)Cl. The product is [Br:1][C:2]1[C:3]([CH3:10])=[C:4]([CH2:8][NH:9][C:22](=[O:23])[O:21][C:18]([CH3:20])([CH3:19])[CH3:17])[CH:5]=[CH:6][CH:7]=1. The yield is 0.350. (5) The reactants are [NH2:1][C:2]1[N:7]=[C:6]([NH:8][CH2:9][C:10]2[N:15]=[C:14]([N:16]3[CH2:20][CH2:19][CH2:18][C:17]3=[O:21])[CH:13]=[CH:12][CH:11]=2)[C:5]([NH2:22])=[C:4]([Cl:23])[N:3]=1.[N:24]([O-])=O.[Na+]. The catalyst is C(O)(=O)C.CCO.O. The product is [NH2:1][C:2]1[N:3]=[C:4]([Cl:23])[C:5]2[N:22]=[N:24][N:8]([CH2:9][C:10]3[N:15]=[C:14]([N:16]4[CH2:20][CH2:19][CH2:18][C:17]4=[O:21])[CH:13]=[CH:12][CH:11]=3)[C:6]=2[N:7]=1. The yield is 0.770. (6) The reactants are Cl[C:2]1[N:10]=[C:9]2[C:5]([N:6]=[CH:7][N:8]2[CH2:11][CH2:12][CH3:13])=[C:4]([NH:14][C:15]2[CH:20]=[CH:19][CH:18]=[CH:17][CH:16]=2)[N:3]=1.[NH2:21][C@H:22]([CH2:25][CH3:26])[CH2:23][OH:24]. The catalyst is O. The product is [C:15]1([NH:14][C:4]2[N:3]=[C:2]([NH:21][C@H:22]([CH2:25][CH3:26])[CH2:23][OH:24])[N:10]=[C:9]3[C:5]=2[N:6]=[CH:7][N:8]3[CH2:11][CH2:12][CH3:13])[CH:20]=[CH:19][CH:18]=[CH:17][CH:16]=1. The yield is 0.490. (7) The reactants are [Br:1][C:2]1[CH:10]=[C:9]2[C:5]([C:6]([CH2:12][CH2:13][NH2:14])=[CH:7][N:8]2[CH3:11])=[CH:4][CH:3]=1.Br[CH2:16][CH2:17][CH2:18][C:19](Cl)=O.CCN(CC)CC.O=P(Cl)(Cl)Cl.[BH4-].[Na+]. The catalyst is C(Cl)Cl.C1C=CC=CC=1.CCO. The product is [Br:1][C:2]1[CH:10]=[C:9]2[C:5]([C:6]3[CH2:12][CH2:13][N:14]4[CH:16]([CH2:17][CH2:18][CH2:19]4)[C:7]=3[N:8]2[CH3:11])=[CH:4][CH:3]=1. The yield is 0.340.